From a dataset of Forward reaction prediction with 1.9M reactions from USPTO patents (1976-2016). Predict the product of the given reaction. Given the reactants [C:1]([O:5][C:6]([NH:8][C@@H:9]([CH2:13][C:14]1[CH:19]=[CH:18][C:17]([O:20][CH2:21][C:22]2[CH:27]=[CH:26][CH:25]=[CH:24][CH:23]=2)=[C:16]([O:28][CH2:29][C:30]2[CH:35]=[CH:34][CH:33]=[CH:32][CH:31]=2)[CH:15]=1)[C:10]([OH:12])=[O:11])=[O:7])([CH3:4])([CH3:3])[CH3:2].[C:36]([O:44][CH2:45][C@H:46](O)[CH3:47])(=[O:43])[C:37]1[CH:42]=[CH:41][CH:40]=[CH:39][CH:38]=1.Cl.CN(C)CCCN=C=NCC, predict the reaction product. The product is: [C:1]([O:5][C:6]([NH:8][C@@H:9]([CH2:13][C:14]1[CH:19]=[CH:18][C:17]([O:20][CH2:21][C:22]2[CH:27]=[CH:26][CH:25]=[CH:24][CH:23]=2)=[C:16]([O:28][CH2:29][C:30]2[CH:35]=[CH:34][CH:33]=[CH:32][CH:31]=2)[CH:15]=1)[C:10]([O:12][C@H:46]([CH3:47])[CH2:45][O:44][C:36]([C:37]1[CH:42]=[CH:41][CH:40]=[CH:39][CH:38]=1)=[O:43])=[O:11])=[O:7])([CH3:4])([CH3:2])[CH3:3].